Task: Predict the reactants needed to synthesize the given product.. Dataset: Full USPTO retrosynthesis dataset with 1.9M reactions from patents (1976-2016) (1) Given the product [Br:9][C:5]1[CH:6]=[C:7]2[NH:8][C:14]([C:13]3[CH:17]=[CH:18][CH:19]=[C:11]([Cl:10])[CH:12]=3)=[N:1][C:2]2=[N:3][CH:4]=1, predict the reactants needed to synthesize it. The reactants are: [NH2:1][C:2]1[C:7]([NH2:8])=[CH:6][C:5]([Br:9])=[CH:4][N:3]=1.[Cl:10][C:11]1[CH:12]=[C:13]([CH:17]=[CH:18][CH:19]=1)[C:14](O)=O.[OH-].[Na+]. (2) Given the product [CH2:5]([O:4][C:2](=[O:3])[NH:8][C:9]1[CH:14]=[C:13]([O:15][Si:16]([CH:17]([CH3:18])[CH3:19])([CH:23]([CH3:25])[CH3:24])[CH:20]([CH3:22])[CH3:21])[C:12]([O:26][CH3:27])=[CH:11][C:10]=1[C:28]([N:30]1[CH:34]=[C:33]([CH3:35])[CH2:32][C@H:31]1[CH2:36][O:37][Si:38]([C:41]([CH3:44])([CH3:43])[CH3:42])([CH3:39])[CH3:40])=[O:29])[CH:6]=[CH2:7], predict the reactants needed to synthesize it. The reactants are: Cl[C:2]([O:4][CH2:5][CH:6]=[CH2:7])=[O:3].[NH2:8][C:9]1[CH:14]=[C:13]([O:15][Si:16]([CH:23]([CH3:25])[CH3:24])([CH:20]([CH3:22])[CH3:21])[CH:17]([CH3:19])[CH3:18])[C:12]([O:26][CH3:27])=[CH:11][C:10]=1[C:28]([N:30]1[CH:34]=[C:33]([CH3:35])[CH2:32][C@H:31]1[CH2:36][O:37][Si:38]([C:41]([CH3:44])([CH3:43])[CH3:42])([CH3:40])[CH3:39])=[O:29].N1C=CC=CC=1.CC(C)=O.C(=O)=O. (3) Given the product [F:1][C:2]1[CH:3]=[C:4]2[C:10]([I:11])=[N:9][N:8]([CH2:15][C:14]3[C:17]([F:22])=[CH:18][CH:19]=[C:20]([F:21])[C:13]=3[F:12])[C:5]2=[N:6][CH:7]=1, predict the reactants needed to synthesize it. The reactants are: [F:1][C:2]1[CH:3]=[C:4]2[C:10]([I:11])=[N:9][NH:8][C:5]2=[N:6][CH:7]=1.[F:12][C:13]1[C:20]([F:21])=[CH:19][CH:18]=[C:17]([F:22])[C:14]=1[CH2:15]Br.C(=O)([O-])[O-].[Cs+].[Cs+].O.